From a dataset of Retrosynthesis with 50K atom-mapped reactions and 10 reaction types from USPTO. Predict the reactants needed to synthesize the given product. (1) Given the product C[C@H](N)c1cc2cccc(-c3cnn(C)c3)c2c(=O)n1-c1ccccc1, predict the reactants needed to synthesize it. The reactants are: C[C@H](NC(=O)OC(C)(C)C)c1cc2cccc(-c3cnn(C)c3)c2c(=O)n1-c1ccccc1. (2) Given the product CC(C)COC(c1ccc(Cl)cc1)c1ccc(-n2ncc(=O)[nH]c2=O)cc1Cl, predict the reactants needed to synthesize it. The reactants are: CC(C)CO.O=c1cnn(-c2ccc(C(Cl)c3ccc(Cl)cc3)c(Cl)c2)c(=O)[nH]1. (3) Given the product Cc1nc2c(s1)CCN(C(=O)c1ccccc1)c1ccccc1-2, predict the reactants needed to synthesize it. The reactants are: CC(N)=S.O=C1c2ccccc2N(C(=O)c2ccccc2)CCC1Br. (4) Given the product N#Cc1cnc(Nc2cc(N3CCCCC3)ncn2)s1, predict the reactants needed to synthesize it. The reactants are: N#Cc1cnc(Cl)s1.Nc1cc(N2CCCCC2)ncn1.